This data is from Forward reaction prediction with 1.9M reactions from USPTO patents (1976-2016). The task is: Predict the product of the given reaction. (1) Given the reactants Br[C:2]1[CH:7]=[CH:6][C:5]([F:8])=[CH:4][C:3]=1[CH3:9].CN([CH:13]=[O:14])C, predict the reaction product. The product is: [F:8][C:5]1[CH:6]=[CH:7][C:2]([CH:13]=[O:14])=[C:3]([CH3:9])[CH:4]=1. (2) Given the reactants [CH3:1][N:2]([CH3:11])[S:3]([N:6]1[CH:10]=[CH:9][N:8]=[CH:7]1)(=[O:5])=[O:4].C([Li])CCC.CCCCCC.[Si:23](Cl)([C:26]([CH3:29])([CH3:28])[CH3:27])([CH3:25])[CH3:24], predict the reaction product. The product is: [CH3:1][N:2]([CH3:11])[S:3]([N:6]1[CH:10]=[CH:9][N:8]=[C:7]1[Si:23]([C:26]([CH3:29])([CH3:28])[CH3:27])([CH3:25])[CH3:24])(=[O:4])=[O:5]. (3) Given the reactants [CH3:1][N:2]([C-:4]1[CH:8]=[CH:7][CH:6]=[CH:5]1)[CH3:3].[CH-:9]1[CH:13]=[CH:12][CH:11]=[CH:10]1.[Fe+2:14].B(F)(F)F.CCOCC.[Li]CCCC.Cl[P:30]([CH:37]1[CH2:42][CH2:41][CH2:40][CH2:39][CH2:38]1)[CH:31]1[CH2:36][CH2:35][CH2:34][CH2:33][CH2:32]1.C([O-])(O)=O.[Na+], predict the reaction product. The product is: [CH:37]1([P:30]([CH:31]2[CH2:32][CH2:33][CH2:34][CH2:35][CH2:36]2)[C:5]2[C-:4]([N:2]([CH3:3])[CH3:1])[CH:8]=[CH:7][CH:6]=2)[CH2:38][CH2:39][CH2:40][CH2:41][CH2:42]1.[CH-:9]1[CH:13]=[CH:12][CH:11]=[CH:10]1.[Fe+2:14]. (4) Given the reactants [CH2:1]([O:8][C:9]([NH:11][C@@H:12]([CH2:18][CH2:19][C:20](=[O:37])[N:21]1[CH2:25][CH2:24][C:23]2([CH2:30][CH2:29][N:28]([C:31]3[CH:36]=[CH:35][N:34]=[CH:33][CH:32]=3)[CH2:27][CH2:26]2)[CH2:22]1)[C:13]([O:15]CC)=[O:14])=[O:10])[C:2]1[CH:7]=[CH:6][CH:5]=[CH:4][CH:3]=1.[Li+].[OH-], predict the reaction product. The product is: [CH2:1]([O:8][C:9]([NH:11][C@@H:12]([CH2:18][CH2:19][C:20](=[O:37])[N:21]1[CH2:25][CH2:24][C:23]2([CH2:26][CH2:27][N:28]([C:31]3[CH:32]=[CH:33][N:34]=[CH:35][CH:36]=3)[CH2:29][CH2:30]2)[CH2:22]1)[C:13]([OH:15])=[O:14])=[O:10])[C:2]1[CH:7]=[CH:6][CH:5]=[CH:4][CH:3]=1. (5) Given the reactants [Cl:1][C:2]1[CH:7]=[C:6]([Cl:8])[CH:5]=[CH:4][C:3]=1[C@H:9]([N:11]1[C:19]2[C:14](=[CH:15][CH:16]=[C:17]([C:20]3[CH2:21][CH2:22][NH:23][CH2:24][CH:25]=3)[CH:18]=2)[CH:13]=[N:12]1)[CH3:10].C(OC([N:33]1[CH2:37][CH2:36][CH2:35][C@@H:34]1[C:38](O)=[O:39])=O)(C)(C)C.CN(C(ON1N=NC2C=CC=NC1=2)=[N+](C)C)C.F[P-](F)(F)(F)(F)F.CCN(CC)CC, predict the reaction product. The product is: [Cl:1][C:2]1[CH:7]=[C:6]([Cl:8])[CH:5]=[CH:4][C:3]=1[C@H:9]([N:11]1[C:19]2[C:14](=[CH:15][CH:16]=[C:17]([C:20]3[CH2:21][CH2:22][N:23]([C:38]([C@H:34]4[CH2:35][CH2:36][CH2:37][NH:33]4)=[O:39])[CH2:24][CH:25]=3)[CH:18]=2)[CH:13]=[N:12]1)[CH3:10].